From a dataset of Full USPTO retrosynthesis dataset with 1.9M reactions from patents (1976-2016). Predict the reactants needed to synthesize the given product. (1) Given the product [CH2:31]([O:9][CH2:10][CH2:11][CH2:12][CH2:13][CH2:14][CH2:15][CH2:16][CH2:17][CH2:18][CH2:19][CH2:20][CH2:21][CH2:22][CH2:23][CH2:24][CH:25]([CH3:27])[CH3:26])[CH:29]([CH2:28][OH:33])[OH:30], predict the reactants needed to synthesize it. The reactants are: C([O:9][CH2:10][CH2:11][CH2:12][CH2:13][CH2:14][CH2:15][CH2:16][CH2:17][CH2:18][CH2:19][CH2:20][CH2:21][CH2:22][CH2:23][CH2:24][CH:25]([CH3:27])[CH3:26])(=O)C1C=CC=CC=1.[C:28]([O-:33])(=O)[CH:29]([CH3:31])[OH:30].C([O-])(=O)C(C)(C)C.C([O-])(=O)CCCCCCC.C([O-])(=O)CCCCCCCCCCCCCCC.C([O-])(=O)CCCCCCCCCCCCC. (2) Given the product [CH3:1][Si:2]([CH3:7])([C:3]([CH3:6])([CH3:5])[CH3:4])[O:14][CH:15]([C:26]1[S:41][C:29]2[N:30]([CH2:37][CH:38]([CH3:39])[CH3:40])[C:31](=[O:36])[N:32]([CH3:35])[C:33](=[O:34])[C:28]=2[CH:27]=1)[C:16]1[C:25]2[C:20](=[CH:21][CH:22]=[CH:23][CH:24]=2)[CH:19]=[CH:18][CH:17]=1, predict the reactants needed to synthesize it. The reactants are: [CH3:1][Si:2](Cl)([CH3:7])[C:3]([CH3:6])([CH3:5])[CH3:4].N1C=CN=C1.[OH:14][CH:15]([C:26]1[S:41][C:29]2[N:30]([CH2:37][CH:38]([CH3:40])[CH3:39])[C:31](=[O:36])[N:32]([CH3:35])[C:33](=[O:34])[C:28]=2[CH:27]=1)[C:16]1[C:25]2[C:20](=[CH:21][CH:22]=[CH:23][CH:24]=2)[CH:19]=[CH:18][CH:17]=1. (3) Given the product [CH:1]([N:14]1[CH2:19][CH2:18][N:17]([C:27]([Cl:26])=[O:29])[CH2:16][CH2:15]1)([C:8]1[CH:13]=[CH:12][CH:11]=[CH:10][CH:9]=1)[C:2]1[CH:7]=[CH:6][CH:5]=[CH:4][CH:3]=1, predict the reactants needed to synthesize it. The reactants are: [CH:1]([N:14]1[CH2:19][CH2:18][NH:17][CH2:16][CH2:15]1)([C:8]1[CH:13]=[CH:12][CH:11]=[CH:10][CH:9]=1)[C:2]1[CH:7]=[CH:6][CH:5]=[CH:4][CH:3]=1.N1C=CC=CC=1.[Cl:26][C:27](Cl)([O:29]C(=O)OC(Cl)(Cl)Cl)Cl.O. (4) Given the product [O:34]1[CH2:33][C@@H:32]1[CH2:31][N:1]1[C:9]2[C:4](=[CH:5][C:6]([N:10]3[CH:15]=[CH:14][C:13]([C:16]4[CH:21]=[CH:20][C:19]([C:22]([F:24])([F:25])[F:23])=[CH:18][CH:17]=4)=[CH:12][C:11]3=[O:26])=[CH:7][CH:8]=2)[CH:3]=[N:2]1, predict the reactants needed to synthesize it. The reactants are: [NH:1]1[C:9]2[C:4](=[CH:5][C:6]([N:10]3[CH:15]=[CH:14][C:13]([C:16]4[CH:21]=[CH:20][C:19]([C:22]([F:25])([F:24])[F:23])=[CH:18][CH:17]=4)=[CH:12][C:11]3=[O:26])=[CH:7][CH:8]=2)[CH:3]=[N:2]1.S(C1C=CC([N+]([O-])=O)=CC=1)(O[CH2:31][C@@H:32]1[O:34][CH2:33]1)(=O)=O.C(=O)([O-])[O-].[Cs+].[Cs+]. (5) Given the product [F:34][C:35]1[C:40]([F:41])=[CH:39][CH:38]=[CH:37][C:36]=1[C:2](=[CH2:33])[CH2:3][N:4]([CH2:22][C:23]1[CH:28]=[CH:27][C:26]([O:29][CH3:30])=[CH:25][C:24]=1[O:31][CH3:32])[C:5]([C@H:7]([NH:11][C:12](=[O:21])[O:13][CH2:14][C:15]1[CH:20]=[CH:19][CH:18]=[CH:17][CH:16]=1)[CH2:8][CH:9]=[CH2:10])=[O:6], predict the reactants needed to synthesize it. The reactants are: Br[C:2](=[CH2:33])[CH2:3][N:4]([CH2:22][C:23]1[CH:28]=[CH:27][C:26]([O:29][CH3:30])=[CH:25][C:24]=1[O:31][CH3:32])[C:5]([C@H:7]([NH:11][C:12](=[O:21])[O:13][CH2:14][C:15]1[CH:20]=[CH:19][CH:18]=[CH:17][CH:16]=1)[CH2:8][CH:9]=[CH2:10])=[O:6].[F:34][C:35]1[C:40]([F:41])=[CH:39][CH:38]=[CH:37][C:36]=1B(O)O.C(=O)([O-])[O-].[Na+].[Na+]. (6) Given the product [Br:11][C:8]1[CH:9]=[CH:10][C:5]([C:4]([NH:14][NH2:15])=[O:3])=[CH:6][CH:7]=1, predict the reactants needed to synthesize it. The reactants are: C([O:3][C:4](=O)[C:5]1[CH:10]=[CH:9][C:8]([Br:11])=[CH:7][CH:6]=1)C.O.[NH2:14][NH2:15]. (7) Given the product [CH2:24]([NH:31][C:18]1[N:14]([CH2:13][CH2:12][CH2:11][N:4]2[C:5]([NH:31][CH2:24][C:25]3[CH:30]=[CH:29][CH:28]=[CH:27][CH:26]=3)=[C:6]([N+:7]([O-:9])=[O:8])[C:2]([Br:1])=[N:3]2)[N:15]=[C:16]([Br:23])[C:17]=1[N+:20]([O-:22])=[O:21])[C:25]1[CH:30]=[CH:29][CH:28]=[CH:27][CH:26]=1, predict the reactants needed to synthesize it. The reactants are: [Br:1][C:2]1[C:6]([N+:7]([O-:9])=[O:8])=[C:5](Br)[N:4]([CH2:11][CH2:12][CH2:13][N:14]2[C:18](Br)=[C:17]([N+:20]([O-:22])=[O:21])[C:16]([Br:23])=[N:15]2)[N:3]=1.[CH2:24]([NH2:31])[C:25]1[CH:30]=[CH:29][CH:28]=[CH:27][CH:26]=1.O. (8) Given the product [F:14][C:2]([F:1])([F:15])[CH2:3][O:4][C:5]1[CH:13]=[CH:12][C:8]([C:9]([NH:22][CH2:21][C:20]2[CH:23]=[CH:24][CH:25]=[CH:26][C:19]=2[O:18][C:17]([F:16])([F:27])[F:28])=[O:11])=[CH:7][N:6]=1, predict the reactants needed to synthesize it. The reactants are: [F:1][C:2]([F:15])([F:14])[CH2:3][O:4][C:5]1[CH:13]=[CH:12][C:8]([C:9]([OH:11])=O)=[CH:7][N:6]=1.[F:16][C:17]([F:28])([F:27])[O:18][C:19]1[CH:26]=[CH:25][CH:24]=[CH:23][C:20]=1[CH2:21][NH2:22].ON1C2C=CC=CC=2N=N1.Cl.C(N=C=NCCCN(C)C)C.C(N(C(C)C)CC)(C)C. (9) Given the product [C:1]([O:5][C:6](=[O:7])[NH:8][C@@H:9]([C:10](=[O:12])[N:32]([O:33][CH3:34])[CH3:31])[CH2:13][C:14]1[C:22]2[C:17](=[CH:18][CH:19]=[CH:20][CH:21]=2)[NH:16][CH:15]=1)([CH3:2])([CH3:3])[CH3:4], predict the reactants needed to synthesize it. The reactants are: [C:1]([O:5][C:6]([NH:8][C@H:9]([CH2:13][C:14]1[C:22]2[C:17](=[CH:18][CH:19]=[CH:20][CH:21]=2)[NH:16][CH:15]=1)[C:10]([OH:12])=O)=[O:7])([CH3:4])([CH3:3])[CH3:2].CN1CCOCC1.Cl.[CH3:31][NH:32][O:33][CH3:34].